This data is from Full USPTO retrosynthesis dataset with 1.9M reactions from patents (1976-2016). The task is: Predict the reactants needed to synthesize the given product. (1) Given the product [NH:25]1[C:26]2[C:22](=[CH:21][CH:29]=[CH:28][CH:27]=2)[CH:23]=[CH:24]1, predict the reactants needed to synthesize it. The reactants are: FC(F)(F)C1C=C(C2ON=C([C:21]3[CH:29]=[CH:28][CH:27]=[C:26]4[C:22]=3[CH:23]=[CH:24][NH:25]4)N=2)C=CC=1OC(C)C(F)(F)F.[H-].[Na+].C([Si](OCCI)(C)C)(C)(C)C.O. (2) Given the product [Cl:1][C:2]1[N:3]=[C:4]([CH2:20][C:21]2[CH:26]=[CH:25][C:24]([N+:27]([O-:29])=[O:28])=[CH:23][CH:22]=2)[N:5]2[CH:15]=[CH:14][N:13]=[C:6]2[C:7]=1[CH2:8][C:9]([O:11][CH3:12])=[O:10], predict the reactants needed to synthesize it. The reactants are: [Cl:1][C:2]1[C:7]([CH2:8][C:9]([O:11][CH3:12])=[O:10])=[C:6]([NH:13][CH2:14][CH:15](OC)OC)[N:5]=[C:4]([CH2:20][C:21]2[CH:26]=[CH:25][C:24]([N+:27]([O-:29])=[O:28])=[CH:23][CH:22]=2)[N:3]=1.FC(F)(F)C(O)=O.ClCCl.FC(F)(F)C(OC(=O)C(F)(F)F)=O. (3) Given the product [F:10][C:11]([F:22])([F:21])[C:12]1[CH:17]=[CH:16][C:15]([C:2]2[CH:3]=[C:4]([C:7](=[O:9])[CH3:8])[S:5][CH:6]=2)=[CH:14][CH:13]=1, predict the reactants needed to synthesize it. The reactants are: Br[C:2]1[CH:3]=[C:4]([C:7](=[O:9])[CH3:8])[S:5][CH:6]=1.[F:10][C:11]([F:22])([F:21])[C:12]1[CH:17]=[CH:16][C:15](B(O)O)=[CH:14][CH:13]=1. (4) Given the product [C:36]([O:40][C:41]([NH:43][C@@H:44]([C@H:48]([CH3:56])[CH2:49][CH:50]([CH3:55])[CH2:51][CH2:52][CH:53]=[CH2:54])[C:45]([N:30]1[CH2:31][C@H:27]([OH:26])[CH2:28][C@H:29]1[C:32]([O:34][CH3:35])=[O:33])=[O:46])=[O:42])([CH3:39])([CH3:38])[CH3:37], predict the reactants needed to synthesize it. The reactants are: F[P-](F)(F)(F)(F)F.N1(OC(N(C)C)=[N+](C)C)C2N=CC=CC=2N=N1.Cl.[OH:26][C@H:27]1[CH2:31][NH:30][C@H:29]([C:32]([O:34][CH3:35])=[O:33])[CH2:28]1.[C:36]([O:40][C:41]([NH:43][CH:44]([C@H:48]([CH3:56])[CH2:49][CH:50]([CH3:55])[CH2:51][CH2:52][CH:53]=[CH2:54])[C:45](O)=[O:46])=[O:42])([CH3:39])([CH3:38])[CH3:37].CCN(CC)CC. (5) Given the product [Br-:1].[OH:33][C:22]([C:23]1[S:24][CH:25]=[CH:26][CH:27]=1)([C:28]1[S:29][CH:30]=[CH:31][CH:32]=1)[C:21]([O:20][C@@H:14]1[CH:15]2[CH2:18][CH2:19][N+:12]([CH2:2][C:3](=[O:4])[NH:5][C:6]3[CH:11]=[CH:10][N:9]=[CH:8][N:7]=3)([CH2:17][CH2:16]2)[CH2:13]1)=[O:34], predict the reactants needed to synthesize it. The reactants are: [Br:1][CH2:2][C:3]([NH:5][C:6]1[CH:11]=[CH:10][N:9]=[CH:8][N:7]=1)=[O:4].[N:12]12[CH2:19][CH2:18][CH:15]([CH2:16][CH2:17]1)[C@@H:14]([O:20][C:21](=[O:34])[C:22]([OH:33])([C:28]1[S:29][CH:30]=[CH:31][CH:32]=1)[C:23]1[S:24][CH:25]=[CH:26][CH:27]=1)[CH2:13]2. (6) Given the product [N:11]1[CH:16]=[CH:15][CH:14]=[CH:13][C:12]=1/[CH:17]=[CH:18]/[C:19]1[C:27]2[C:22](=[CH:23][C:24](/[CH:28]=[C:3]3/[C:2](=[O:10])[NH:1][C:5]4[C:4]/3=[CH:9][CH:8]=[CH:7][N:6]=4)=[CH:25][CH:26]=2)[NH:21][N:20]=1, predict the reactants needed to synthesize it. The reactants are: [NH:1]1[C:5]2=[N:6][CH:7]=[CH:8][CH:9]=[C:4]2[CH2:3][C:2]1=[O:10].[N:11]1[CH:16]=[CH:15][CH:14]=[CH:13][C:12]=1/[CH:17]=[CH:18]/[C:19]1[C:27]2[C:22](=[CH:23][C:24]([CH:28]=O)=[CH:25][CH:26]=2)[NH:21][N:20]=1.